This data is from Peptide-MHC class II binding affinity with 134,281 pairs from IEDB. The task is: Regression. Given a peptide amino acid sequence and an MHC pseudo amino acid sequence, predict their binding affinity value. This is MHC class II binding data. (1) The peptide sequence is GPGSTGLNITGVTCG. The MHC is DRB1_0901 with pseudo-sequence DRB1_0901. The binding affinity (normalized) is 0.118. (2) The MHC is DRB1_0401 with pseudo-sequence DRB1_0401. The peptide sequence is PPMAALEEKGILFTSPFVLA. The binding affinity (normalized) is 0.